Dataset: Reaction yield outcomes from USPTO patents with 853,638 reactions. Task: Predict the reaction yield, written as a fraction of the theoretical maximum amount of product (1.0 means a 100% yield; for example, 0.34 means a 34% yield). (1) The reactants are CC([CH:5]([C:9]1([OH:26])[CH2:12][N:11]([CH:13]([C:20]2[CH:25]=[CH:24][CH:23]=[CH:22][CH:21]=2)[C:14]2[CH:19]=[CH:18][CH:17]=[CH:16][CH:15]=2)[CH2:10]1)[C:6]([O-])=[O:7])(C)C.[H-].[Al+3].[Li+].[H-].[H-].[H-].O.[OH-].[Na+]. The catalyst is C1COCC1. The product is [C:20]1([CH:13]([C:14]2[CH:19]=[CH:18][CH:17]=[CH:16][CH:15]=2)[N:11]2[CH2:12][C:9]([CH2:5][CH2:6][OH:7])([OH:26])[CH2:10]2)[CH:21]=[CH:22][CH:23]=[CH:24][CH:25]=1. The yield is 0.850. (2) The reactants are [Cl:1][C:2]1[CH:7]=[CH:6][CH:5]=[C:4]([Cl:8])[C:3]=1[NH:9][C:10]1[N:14]2[CH:15]=[CH:16][CH:17]=[N:18][C:13]2=[N:12][C:11]=1[C:19]1[C:35]([O:36][CH3:37])=[CH:34][C:33]([O:38][CH3:39])=[CH:32][C:20]=1[C:21]([NH:23][NH:24]C(OC(C)(C)C)=O)=[O:22]. The catalyst is Cl.O1CCOCC1. The product is [Cl:8][C:4]1[CH:5]=[CH:6][CH:7]=[C:2]([Cl:1])[C:3]=1[NH:9][C:10]1[N:14]2[CH:15]=[CH:16][CH:17]=[N:18][C:13]2=[N:12][C:11]=1[C:19]1[C:35]([O:36][CH3:37])=[CH:34][C:33]([O:38][CH3:39])=[CH:32][C:20]=1[C:21]([NH:23][NH2:24])=[O:22]. The yield is 0.840. (3) The reactants are [C:1]([O:5][C:6]([NH:8][CH2:9][CH2:10][CH2:11][C:12]([O:14]C)=O)=[O:7])([CH3:4])([CH3:3])[CH3:2].[NH2:16][NH2:17].O. The catalyst is CO. The product is [NH:16]([C:12](=[O:14])[CH2:11][CH2:10][CH2:9][NH:8][C:6](=[O:7])[O:5][C:1]([CH3:4])([CH3:3])[CH3:2])[NH2:17]. The yield is 0.900. (4) The reactants are Br[C:2]1[CH:7]=[CH:6][CH:5]=[C:4]([Cl:8])[C:3]=1[CH3:9].[Li]CCCC.[O:15]=[C:16]1[N:21]([C:22]([O:24][C:25]([CH3:28])([CH3:27])[CH3:26])=[O:23])[CH2:20][CH2:19][N:18]2[C:29](=[O:32])[CH2:30][CH2:31][C@@H:17]12. The catalyst is C1COCC1. The product is [C:25]([O:24][C:22](=[O:23])[NH:21][CH2:20][CH2:19][N:18]1[C:29](=[O:32])[CH2:30][CH2:31][C@H:17]1[C:16](=[O:15])[C:2]1[CH:7]=[CH:6][CH:5]=[C:4]([Cl:8])[C:3]=1[CH3:9])([CH3:28])([CH3:26])[CH3:27]. The yield is 0.800. (5) The reactants are [NH2:1][C:2]1[CH:10]=[C:9]([N+:11]([O-:13])=[O:12])[CH:8]=[CH:7][C:3]=1[C:4]([OH:6])=O.C(O)(=O)C.[CH:18](N)=[NH:19]. The catalyst is C(O)C. The product is [N+:11]([C:9]1[CH:10]=[C:2]2[C:3]([C:4]([OH:6])=[N:19][CH:18]=[N:1]2)=[CH:7][CH:8]=1)([O-:13])=[O:12]. The yield is 0.890. (6) The reactants are Br[C:2]1[CH:7]=[CH:6][C:5]([N+:8]([O-:10])=[O:9])=[CH:4][CH:3]=1.[O:11]1[CH2:15][CH2:14][NH:13][C:12]1=[O:16].N1CCC[C@H]1C(O)=O.C([O-])([O-])=O.[K+].[K+]. The catalyst is O1CCOCC1.[Cu]I. The product is [N+:8]([C:5]1[CH:6]=[CH:7][C:2]([N:13]2[CH2:14][CH2:15][O:11][C:12]2=[O:16])=[CH:3][CH:4]=1)([O-:10])=[O:9]. The yield is 0.270. (7) The reactants are [F:1][C:2]1[CH:7]=[CH:6][CH:5]=[C:4]([F:8])[N:3]=1.C([N-]C(C)C)(C)C.[Li+].[C:17](=[O:19])=[O:18]. The catalyst is C1CCCCC1.C1COCC1.O. The product is [F:8][C:4]1[N:3]=[C:2]([F:1])[CH:7]=[CH:6][C:5]=1[C:17]([OH:19])=[O:18]. The yield is 0.970.